This data is from Forward reaction prediction with 1.9M reactions from USPTO patents (1976-2016). The task is: Predict the product of the given reaction. (1) Given the reactants [C:1]([O:5][C:6]([N:8]1[CH2:15][CH:14]2[CH:10]([CH2:11][C:12]([C:16]([OH:18])=O)=[CH:13]2)[CH2:9]1)=[O:7])([CH3:4])([CH3:3])[CH3:2].C(Cl)(=O)C(Cl)=O.CCN(C(C)C)C(C)C.Cl.[CH3:35][NH:36][O:37][CH3:38], predict the reaction product. The product is: [CH3:38][O:37][N:36]([CH3:35])[C:16]([C:12]1[CH2:11][CH:10]2[CH:14]([CH2:15][N:8]([C:6]([O:5][C:1]([CH3:2])([CH3:3])[CH3:4])=[O:7])[CH2:9]2)[CH:13]=1)=[O:18]. (2) Given the reactants [C:1]([C:3]1[CH:4]=[C:5]([CH:7]=[CH:8][CH:9]=1)[NH2:6])#[CH:2].C(N(CC)CC)C.[Cl:17][CH:18]([Cl:22])[C:19](Cl)=[O:20], predict the reaction product. The product is: [Cl:17][CH:18]([Cl:22])[C:19]([NH:6][C:5]1[CH:7]=[CH:8][CH:9]=[C:3]([C:1]#[CH:2])[CH:4]=1)=[O:20]. (3) Given the reactants [C:1]([O:5][C:6]([C:8]1([CH2:12][NH2:13])[CH2:11][CH2:10][CH2:9]1)=[O:7])([CH3:4])([CH3:3])[CH3:2].Cl[S:15]([C:18]1[CH:19]=[C:20]([CH:25]=[CH:26][CH:27]=1)[C:21]([O:23][CH3:24])=[O:22])(=[O:17])=[O:16], predict the reaction product. The product is: [CH3:24][O:23][C:21](=[O:22])[C:20]1[CH:25]=[CH:26][CH:27]=[C:18]([S:15](=[O:16])(=[O:17])[NH:13][CH2:12][C:8]2([C:6]([O:5][C:1]([CH3:4])([CH3:3])[CH3:2])=[O:7])[CH2:9][CH2:10][CH2:11]2)[CH:19]=1. (4) Given the reactants [F:1][C:2]1[CH:7]=[CH:6][C:5]([F:8])=[CH:4][C:3]=1[S:9]([NH:12][C:13]1[CH:14]=[C:15]([CH:20]=[CH:21][C:22]=1[F:23])[C:16]([O:18]C)=O)(=[O:11])=[O:10].[Li+].C[Si]([N-][Si](C)(C)C)(C)C.[Cl:34][C:35]1[N:40]=[C:39]([CH3:41])[CH:38]=[CH:37][N:36]=1, predict the reaction product. The product is: [Cl:34][C:35]1[N:40]=[C:39]([CH2:41][C:16]([C:15]2[CH:20]=[CH:21][C:22]([F:23])=[C:13]([NH:12][S:9]([C:3]3[CH:4]=[C:5]([F:8])[CH:6]=[CH:7][C:2]=3[F:1])(=[O:10])=[O:11])[CH:14]=2)=[O:18])[CH:38]=[CH:37][N:36]=1. (5) Given the reactants C(O[C:6](=[O:31])[NH:7][C:8]1[C:9]([CH3:30])=[C:10]([C:18](O)([C:20]2[CH:25]=[CH:24][C:23]([CH:26]([CH3:28])[CH3:27])=[CH:22][CH:21]=2)[CH3:19])[C:11]2[O:15][CH2:14][CH2:13][C:12]=2[C:16]=1[CH3:17])(C)(C)C.[C:32]([CH2:36]C(Cl)=O)([CH3:35])([CH3:34])[CH3:33], predict the reaction product. The product is: [CH:26]([C:23]1[CH:24]=[CH:25][C:20]([CH:18]([C:10]2[C:11]3[O:15][CH2:14][CH2:13][C:12]=3[C:16]([CH3:17])=[C:8]([NH:7][C:6](=[O:31])[CH2:33][C:32]([CH3:36])([CH3:35])[CH3:34])[C:9]=2[CH3:30])[CH3:19])=[CH:21][CH:22]=1)([CH3:27])[CH3:28].